This data is from NCI-60 drug combinations with 297,098 pairs across 59 cell lines. The task is: Regression. Given two drug SMILES strings and cell line genomic features, predict the synergy score measuring deviation from expected non-interaction effect. Drug 1: C1CN(CCN1C(=O)CCBr)C(=O)CCBr. Drug 2: C(CN)CNCCSP(=O)(O)O. Cell line: MCF7. Synergy scores: CSS=5.26, Synergy_ZIP=0.239, Synergy_Bliss=8.38, Synergy_Loewe=-4.15, Synergy_HSA=0.370.